Task: Regression. Given two drug SMILES strings and cell line genomic features, predict the synergy score measuring deviation from expected non-interaction effect.. Dataset: NCI-60 drug combinations with 297,098 pairs across 59 cell lines (1) Drug 1: C1=NC(=NC(=O)N1C2C(C(C(O2)CO)O)O)N. Drug 2: CC1C(C(CC(O1)OC2CC(OC(C2O)C)OC3=CC4=CC5=C(C(=O)C(C(C5)C(C(=O)C(C(C)O)O)OC)OC6CC(C(C(O6)C)O)OC7CC(C(C(O7)C)O)OC8CC(C(C(O8)C)O)(C)O)C(=C4C(=C3C)O)O)O)O. Cell line: SK-MEL-5. Synergy scores: CSS=24.2, Synergy_ZIP=-2.06, Synergy_Bliss=-0.0905, Synergy_Loewe=-20.9, Synergy_HSA=-1.61. (2) Drug 1: C1=CC(=C2C(=C1NCCNCCO)C(=O)C3=C(C=CC(=C3C2=O)O)O)NCCNCCO. Drug 2: CC1=C(C(=CC=C1)Cl)NC(=O)C2=CN=C(S2)NC3=CC(=NC(=N3)C)N4CCN(CC4)CCO. Cell line: KM12. Synergy scores: CSS=28.2, Synergy_ZIP=-5.55, Synergy_Bliss=-4.39, Synergy_Loewe=1.20, Synergy_HSA=0.950. (3) Drug 1: CN1CCC(CC1)COC2=C(C=C3C(=C2)N=CN=C3NC4=C(C=C(C=C4)Br)F)OC. Drug 2: CC1=C2C(C(=O)C3(C(CC4C(C3C(C(C2(C)C)(CC1OC(=O)C(C(C5=CC=CC=C5)NC(=O)OC(C)(C)C)O)O)OC(=O)C6=CC=CC=C6)(CO4)OC(=O)C)OC)C)OC. Cell line: SNB-19. Synergy scores: CSS=47.5, Synergy_ZIP=3.45, Synergy_Bliss=6.50, Synergy_Loewe=-21.7, Synergy_HSA=7.46. (4) Drug 1: CS(=O)(=O)C1=CC(=C(C=C1)C(=O)NC2=CC(=C(C=C2)Cl)C3=CC=CC=N3)Cl. Drug 2: B(C(CC(C)C)NC(=O)C(CC1=CC=CC=C1)NC(=O)C2=NC=CN=C2)(O)O. Cell line: LOX IMVI. Synergy scores: CSS=9.72, Synergy_ZIP=-5.23, Synergy_Bliss=-5.17, Synergy_Loewe=-2.09, Synergy_HSA=-3.49. (5) Drug 1: C1CC(=O)NC(=O)C1N2CC3=C(C2=O)C=CC=C3N. Drug 2: C(CCl)NC(=O)N(CCCl)N=O. Cell line: SW-620. Synergy scores: CSS=10.3, Synergy_ZIP=-3.62, Synergy_Bliss=-1.97, Synergy_Loewe=-1.63, Synergy_HSA=-1.22. (6) Drug 1: CN(C)N=NC1=C(NC=N1)C(=O)N. Drug 2: CC1C(C(CC(O1)OC2CC(CC3=C2C(=C4C(=C3O)C(=O)C5=C(C4=O)C(=CC=C5)OC)O)(C(=O)CO)O)N)O.Cl. Cell line: SK-MEL-2. Synergy scores: CSS=46.6, Synergy_ZIP=-2.97, Synergy_Bliss=-0.957, Synergy_Loewe=-10.7, Synergy_HSA=-1.38. (7) Drug 1: CC(C1=C(C=CC(=C1Cl)F)Cl)OC2=C(N=CC(=C2)C3=CN(N=C3)C4CCNCC4)N. Drug 2: C1=CC(=CC=C1CC(C(=O)O)N)N(CCCl)CCCl.Cl. Cell line: NCI-H460. Synergy scores: CSS=13.6, Synergy_ZIP=0.729, Synergy_Bliss=1.32, Synergy_Loewe=-3.87, Synergy_HSA=0.799. (8) Synergy scores: CSS=-2.98, Synergy_ZIP=1.11, Synergy_Bliss=-4.66, Synergy_Loewe=-3.35, Synergy_HSA=-6.98. Cell line: NCIH23. Drug 2: C(CN)CNCCSP(=O)(O)O. Drug 1: CCCCCOC(=O)NC1=NC(=O)N(C=C1F)C2C(C(C(O2)C)O)O.